From a dataset of NCI-60 drug combinations with 297,098 pairs across 59 cell lines. Regression. Given two drug SMILES strings and cell line genomic features, predict the synergy score measuring deviation from expected non-interaction effect. (1) Drug 1: CCC1(CC2CC(C3=C(CCN(C2)C1)C4=CC=CC=C4N3)(C5=C(C=C6C(=C5)C78CCN9C7C(C=CC9)(C(C(C8N6C=O)(C(=O)OC)O)OC(=O)C)CC)OC)C(=O)OC)O.OS(=O)(=O)O. Drug 2: CCCCC(=O)OCC(=O)C1(CC(C2=C(C1)C(=C3C(=C2O)C(=O)C4=C(C3=O)C=CC=C4OC)O)OC5CC(C(C(O5)C)O)NC(=O)C(F)(F)F)O. Cell line: IGROV1. Synergy scores: CSS=33.7, Synergy_ZIP=-0.818, Synergy_Bliss=2.45, Synergy_Loewe=-8.26, Synergy_HSA=3.22. (2) Drug 2: C1=CN(C=N1)CC(O)(P(=O)(O)O)P(=O)(O)O. Synergy scores: CSS=22.9, Synergy_ZIP=-5.00, Synergy_Bliss=0.171, Synergy_Loewe=-0.765, Synergy_HSA=-0.596. Cell line: NCI-H322M. Drug 1: C(CC(=O)O)C(=O)CN.Cl. (3) Drug 1: CN(CC1=CN=C2C(=N1)C(=NC(=N2)N)N)C3=CC=C(C=C3)C(=O)NC(CCC(=O)O)C(=O)O. Drug 2: C(CN)CNCCSP(=O)(O)O. Cell line: CAKI-1. Synergy scores: CSS=35.0, Synergy_ZIP=2.42, Synergy_Bliss=3.62, Synergy_Loewe=-28.4, Synergy_HSA=-2.33. (4) Drug 1: CCC1(CC2CC(C3=C(CCN(C2)C1)C4=CC=CC=C4N3)(C5=C(C=C6C(=C5)C78CCN9C7C(C=CC9)(C(C(C8N6C)(C(=O)OC)O)OC(=O)C)CC)OC)C(=O)OC)O.OS(=O)(=O)O. Drug 2: CN(C(=O)NC(C=O)C(C(C(CO)O)O)O)N=O. Cell line: A549. Synergy scores: CSS=-1.28, Synergy_ZIP=1.46, Synergy_Bliss=1.35, Synergy_Loewe=-2.52, Synergy_HSA=-0.831. (5) Drug 1: C1=CC(=CC=C1CC(C(=O)O)N)N(CCCl)CCCl.Cl. Drug 2: CCC1(CC2CC(C3=C(CCN(C2)C1)C4=CC=CC=C4N3)(C5=C(C=C6C(=C5)C78CCN9C7C(C=CC9)(C(C(C8N6C)(C(=O)OC)O)OC(=O)C)CC)OC)C(=O)OC)O.OS(=O)(=O)O. Cell line: BT-549. Synergy scores: CSS=21.9, Synergy_ZIP=-6.86, Synergy_Bliss=-4.56, Synergy_Loewe=-15.4, Synergy_HSA=-4.75. (6) Drug 1: CC1C(C(CC(O1)OC2CC(CC3=C2C(=C4C(=C3O)C(=O)C5=C(C4=O)C(=CC=C5)OC)O)(C(=O)CO)O)N)O.Cl. Drug 2: C1CC(=O)NC(=O)C1N2C(=O)C3=CC=CC=C3C2=O. Cell line: SW-620. Synergy scores: CSS=1.26, Synergy_ZIP=3.18, Synergy_Bliss=8.20, Synergy_Loewe=6.74, Synergy_HSA=6.74.